Dataset: Full USPTO retrosynthesis dataset with 1.9M reactions from patents (1976-2016). Task: Predict the reactants needed to synthesize the given product. (1) Given the product [CH2:4]([O:6][C:7]([C:9]1[N:10]([CH2:23][C:24]2[CH:29]=[CH:28][CH:27]=[CH:26][CH:25]=2)[CH:11]=[N:12][C:13]=1[NH:14][NH2:15])=[O:8])[CH3:5], predict the reactants needed to synthesize it. The reactants are: ClCCl.[CH2:4]([O:6][C:7]([C:9]1[N:10]([CH2:23][C:24]2[CH:29]=[CH:28][CH:27]=[CH:26][CH:25]=2)[CH:11]=[N:12][C:13]=1[NH:14][NH:15]C(OC(C)(C)C)=O)=[O:8])[CH3:5].FC(F)(F)C(O)=O. (2) Given the product [CH3:1][C:2]1([CH3:25])[CH2:11][CH2:10][C:9]([CH3:12])([CH3:13])[C:8]2[CH:7]=[C:6]([C:14]3[N:15]=[C:16]([N:19]4[CH2:20][CH2:21][N:22]([CH2:38][CH2:37][CH2:36][CH:30]([CH2:31][OH:32])[CH2:29][OH:28])[CH2:23][CH2:24]4)[S:17][CH:18]=3)[CH:5]=[CH:4][C:3]1=2, predict the reactants needed to synthesize it. The reactants are: [CH3:1][C:2]1([CH3:25])[CH2:11][CH2:10][C:9]([CH3:13])([CH3:12])[C:8]2[CH:7]=[C:6]([C:14]3[N:15]=[C:16]([N:19]4[CH2:24][CH2:23][NH:22][CH2:21][CH2:20]4)[S:17][CH:18]=3)[CH:5]=[CH:4][C:3]1=2.C([O:28][C:29](=O)[CH:30]([CH2:36][CH2:37][CH2:38]Cl)[C:31](OCC)=[O:32])C.[H-].[Al+3].[Li+].[H-].[H-].[H-].Cl. (3) Given the product [F:25][C:23]([F:24])([F:26])[S:20]([C:17]1[CH:18]=[CH:19][C:14]([C:2]2[CH:12]=[CH:11][C:5]3[NH:6][C:7](=[O:10])[CH2:8][S:9][C:4]=3[CH:3]=2)=[CH:15][CH:16]=1)(=[O:21])=[O:22], predict the reactants needed to synthesize it. The reactants are: Br[C:2]1[CH:12]=[CH:11][C:5]2[NH:6][C:7](=[O:10])[CH2:8][S:9][C:4]=2[CH:3]=1.Cl[C:14]1[CH:19]=[CH:18][C:17]([S:20]([C:23]([F:26])([F:25])[F:24])(=[O:22])=[O:21])=[CH:16][CH:15]=1.